From a dataset of Experimentally validated miRNA-target interactions with 360,000+ pairs, plus equal number of negative samples. Binary Classification. Given a miRNA mature sequence and a target amino acid sequence, predict their likelihood of interaction. (1) The miRNA is hsa-miR-433-3p with sequence AUCAUGAUGGGCUCCUCGGUGU. The protein sequence of the target gene is MAAPGSARRPLLLLLLLLLLGLMHCASAAMFMVKNGNGTACIMANFSAAFSVNYDTKSGPKNMTFDLPSDATVVLNRSSCGKENTSDPSLVIAFGRGHTLTLNFTRNATRYSVQLMSFVYNLSDTHLFPNASSKEIKTVESITDIRADIDKKYRCVSGTQVHMNNVTVTLHDATIQAYLSNSSFSRGETRCEQDRPSPTTAPPAPPSPSPSPVPKSPSVDKYNVSGTNGTCLLASMGLQLNLTYERKDNTTVTRLLNINPNKTSASGSCGAHLVTLELHSEGTTVLLFQFGMNASSSRFF.... Result: 0 (no interaction). (2) The miRNA is hsa-miR-769-5p with sequence UGAGACCUCUGGGUUCUGAGCU. The protein sequence of the target gene is MSLLSSRAARVPGPSSSLCALLVLLLLLTQPGPIASAGPAAAVLRELRCVCLQTTQGVHPKMISNLQVFAIGPQCSKVEVVASLKNGKEICLDPEAPFLKKVIQKILDGGNKEN. Result: 1 (interaction). (3) The miRNA is hsa-miR-4535 with sequence GUGGACCUGGCUGGGAC. The protein sequence of the target gene is MAVAAVKWVMSKRTILKHLFPVQNGALYCVCHKSTYSPLPDDYNCNVELALTSDGRTIVCYHPSVDIPYEHTKPIPRPDPVHNNEETHDQVLKTRLEEKVEHLEEGPMIEQLSKMFFTTKHRWYPHGRYHRCRKNLNPPKDR. Result: 0 (no interaction). (4) The miRNA is hsa-let-7b-5p with sequence UGAGGUAGUAGGUUGUGUGGUU. The protein sequence of the target gene is MEETIKDPPTSAVLLDHCHFSQVIFNSVEKFYIPGGDVTCHYTFTQHFIPRRKDWIGIFRVGWKTTREYYTFMWVTLPIDLNNKSAKQQEVQFKAYYLPKDDEYYQFCYVDEDGVVRGASIPFQFRPENEEDILVVTTQGEVEEIEQHNKELCKENQELKDSCISLQKQNSDMQAELQKKQEELETLQSINKKLELKVKEQKDYWETELLQLKEQNQKMSSENEKMGIRVDQLQAQLSTQEKEMEKLVQGDQDKTEQLEQLKKENDHLFLSLTEQRKDQKKLEQTVEQMKQNETTAMKKQ.... Result: 1 (interaction). (5) The miRNA is hsa-miR-6752-5p with sequence GGGGGGUGUGGAGCCAGGGGGC. The protein sequence of the target gene is MSWPRRLLLRYLFPALLLHGLGEGSALLHPDSRSHPRSLEKSAWRAFKESQCHHMLKHLHNGARITVQMPPTIEGHWVSTGCEVRSGPEFITRSYRFYHNNTFKAYQFYYGSNRCTNPTYTLIIRGKIRLRQASWIIRGGTEADYQLHNVQVICHTEAVAEKLGQQVNRTCPGFLADGGPWVQDVAYDLWREENGCECTKAVNFAMHELQLIRVEKQYLHHNLDHLVEELFLGDIHTDATQRMFYRPSSYQPPLQNAKNHDHACIACRIIYRSDEHHPPILPPKADLTIGLHGEWVSQRC.... Result: 0 (no interaction). (6) The miRNA is mmu-miR-3098-5p with sequence UCCUAACAGCAGGAGUAGGAGC. The protein sequence of the target gene is MVGPAPRRRLRPLAALALVLALAPGLPTARAGQTPRPAERGPPVRLFTEEELARYGGEEEDQPIYLAVKGVVFDVTSGKEFYGRGAPYNALTGKDSTRGVAKMSLDPADLTHDTTGLTAKELEALDEVFTKVYKAKYPIVGYTARRILNEDGSPNLDFKPEDQPHFDIKDEF. Result: 0 (no interaction). (7) The miRNA is hsa-miR-223-3p with sequence UGUCAGUUUGUCAAAUACCCCA. The protein sequence of the target gene is MEVYIPSFRYEESDLERGYTVFKIEVLMNGRKHFVEKRYSEFHALHKKLKKCIKTPEIPSKHVRNWVPKVLEQRRQGLETYLQAVILENEELPKLFLDFLNVRHLPSLPKAESCGSFDETESEESSKLSHQPVLLFLRDPYVLPAASDFPNVVIEGVLHGIFYPHLQPR. Result: 1 (interaction).